Dataset: Forward reaction prediction with 1.9M reactions from USPTO patents (1976-2016). Task: Predict the product of the given reaction. (1) Given the reactants Cl.Cl.[N:3]1[C:11]2[CH:10]=[CH:9][N:8]=[CH:7][C:6]=2[O:5][C:4]=1[NH:12][CH:13]1[CH2:18][CH2:17][NH:16][CH2:15][CH2:14]1.[CH2:19]([O:21][C:22]1[CH:23]=[C:24]([CH:27]=[C:28]([O:31][CH2:32][CH3:33])[C:29]=1[F:30])[CH:25]=O)[CH3:20].C([BH3-])#N.[Na+].C(N(C(C)C)C(C)C)C, predict the reaction product. The product is: [CH2:19]([O:21][C:22]1[CH:23]=[C:24]([CH:27]=[C:28]([O:31][CH2:32][CH3:33])[C:29]=1[F:30])[CH2:25][N:16]1[CH2:17][CH2:18][CH:13]([NH:12][C:4]2[O:5][C:6]3[CH:7]=[N:8][CH:9]=[CH:10][C:11]=3[N:3]=2)[CH2:14][CH2:15]1)[CH3:20]. (2) Given the reactants [CH2:1]([O:8][C:9]1[CH:14]=[CH:13][C:12]([S:15]([N:18]2[CH2:23][C:22]3([CH3:26])[CH2:24][CH2:25][CH:19]2[C:20](=[O:27])[O:21]3)(=[O:17])=[O:16])=[CH:11][CH:10]=1)[C:2]1[CH:7]=[CH:6][CH:5]=[CH:4][CH:3]=1.C[O-].[Na+].Cl.[NH2:32][OH:33], predict the reaction product. The product is: [OH:33][NH:32][C:20]([CH:19]1[CH2:25][CH2:24][C:22]([OH:21])([CH3:26])[CH2:23][N:18]1[S:15]([C:12]1[CH:13]=[CH:14][C:9]([O:8][CH2:1][C:2]2[CH:7]=[CH:6][CH:5]=[CH:4][CH:3]=2)=[CH:10][CH:11]=1)(=[O:17])=[O:16])=[O:27]. (3) Given the reactants [N+:1]([O-:4])([OH:3])=[O:2].O.O.O.O.O.O.O.O.O.[N+:14]([O-:17])([O-:16])=[O:15].[Al+3:18].[N+:19]([O-:22])([O-:21])=[O:20].[N+]([O-])([O-])=O, predict the reaction product. The product is: [N+:1]([O-:4])([O-:3])=[O:2].[Al+3:18].[N+:14]([O-:17])([O-:16])=[O:15].[N+:19]([O-:22])([O-:21])=[O:20]. (4) Given the reactants [NH2:1][C:2]1[C:3]([NH:9][CH2:10][CH:11]2[CH2:16][CH2:15][CH2:14][N:13](C(OC(C)(C)C)=O)[CH2:12]2)=[N:4][C:5](Br)=[CH:6][N:7]=1.BrC1N=[C:27](N)[C:28](N)=NC=1.NCC1CCCN([C:41](OC(C)(C)C)=[O:42])C1.C(N(C(C)C)CC)(C)C.[CH2:57]([OH:61])[CH2:58][CH2:59][CH3:60], predict the reaction product. The product is: [OH:61][C:57]1[CH:28]=[CH:27][C:60]([C:5]2[N:4]=[C:3]3[N:9]([CH2:10][CH:11]4[CH2:16][CH2:15][CH2:14][NH:13][CH2:12]4)[C:41](=[O:42])[NH:1][C:2]3=[N:7][CH:6]=2)=[CH:59][CH:58]=1. (5) Given the reactants Br[C:2]1[CH:7]=[CH:6][C:5]([C@H:8]2[CH2:10][C@@H:9]2[CH2:11][N:12]2[CH2:17][CH2:16][O:15][CH2:14][CH2:13]2)=[CH:4][CH:3]=1.[N:18]1[NH:19][C:20](=[O:24])[CH:21]=[CH:22][CH:23]=1, predict the reaction product. The product is: [O:15]1[CH2:16][CH2:17][N:12]([CH2:11][C@H:9]2[CH2:10][C@@H:8]2[C:5]2[CH:6]=[CH:7][C:2]([N:19]3[C:20](=[O:24])[CH:21]=[CH:22][CH:23]=[N:18]3)=[CH:3][CH:4]=2)[CH2:13][CH2:14]1.